Dataset: Reaction yield outcomes from USPTO patents with 853,638 reactions. Task: Predict the reaction yield, written as a fraction of the theoretical maximum amount of product (1.0 means a 100% yield; for example, 0.34 means a 34% yield). (1) The reactants are [CH3:1][O:2][C:3]1[CH:8]=[CH:7][C:6]([C:9]2[C:17]([C:18](=[N:22][OH:23])[CH:19]([CH3:21])[CH3:20])=[C:12]3[CH:13]=[CH:14][CH:15]=[CH:16][N:11]3[N:10]=2)=[CH:5][CH:4]=1.C[Si]([N:28]=[C:29]=[O:30])(C)C.N1C=CC=CC=1. The catalyst is C1COCC1. The product is [C:29]([O:23][N:22]=[C:18]([C:17]1[C:9]([C:6]2[CH:7]=[CH:8][C:3]([O:2][CH3:1])=[CH:4][CH:5]=2)=[N:10][N:11]2[CH:16]=[CH:15][CH:14]=[CH:13][C:12]=12)[CH:19]([CH3:20])[CH3:21])(=[O:30])[NH2:28]. The yield is 0.298. (2) The reactants are [OH:1][C:2]1[CH:3]=[CH:4][C:5]2[O:9][C:8](=[O:10])[NH:7][C:6]=2[CH:11]=1.N1C=CN=C1.Cl[Si:18]([C:21]([CH3:24])([CH3:23])[CH3:22])([CH3:20])[CH3:19]. The catalyst is CN(C)C=O. The product is [Si:18]([O:1][C:2]1[CH:3]=[CH:4][C:5]2[O:9][C:8](=[O:10])[NH:7][C:6]=2[CH:11]=1)([C:21]([CH3:24])([CH3:23])[CH3:22])([CH3:20])[CH3:19]. The yield is 0.870. (3) The yield is 0.530. The reactants are CN(C)C=[CH:4][C:5](=[O:13])[C:6](=[CH:9][N:10](C)[CH3:11])[C:7]#[N:8].C([O-])(=O)C.[NH4+]. The catalyst is CCO. The product is [OH:13][C:5]1[C:6]([C:7]#[N:8])=[CH:9][N:10]=[CH:11][CH:4]=1. (4) The reactants are I[C:2]1[CH:3]=[N:4][N:5]2[C:10]([C:11]([F:14])([F:13])[F:12])=[CH:9][C:8]([C:15]3[CH:20]=[CH:19][CH:18]=[C:17]([C:21]([F:24])([F:23])[F:22])[CH:16]=3)=[N:7][C:6]=12.[CH3:25][Si:26]([C:29]#[CH:30])([CH3:28])[CH3:27].C(N(CC)CC)C. The catalyst is CN(C)C=O. The product is [F:12][C:11]([F:14])([F:13])[C:10]1[N:5]2[N:4]=[CH:3][C:2]([C:30]#[C:29][Si:26]([CH3:28])([CH3:27])[CH3:25])=[C:6]2[N:7]=[C:8]([C:15]2[CH:20]=[CH:19][CH:18]=[C:17]([C:21]([F:24])([F:23])[F:22])[CH:16]=2)[CH:9]=1. The yield is 1.02. (5) The yield is 0.990. The product is [F:39][C:36]1[CH:35]=[CH:34][C:33]([N:14]2[C:15]3([CH2:18][CH2:19][NH:20][CH2:21][CH2:22]3)[C:16](=[O:17])[N:12]([CH2:11][C:10]3[CH:9]=[C:8]([CH:42]=[CH:41][CH:40]=3)[C:6]([O:5][C:1]([CH3:2])([CH3:3])[CH3:4])=[O:7])[CH2:13]2)=[CH:38][CH:37]=1. The catalyst is CO.[Pd]. The reactants are [C:1]([O:5][C:6]([C:8]1[CH:9]=[C:10]([CH:40]=[CH:41][CH:42]=1)[CH2:11][N:12]1[C:16](=[O:17])[C:15]2([CH2:22][CH2:21][N:20](C(OCC3C=CC=CC=3)=O)[CH2:19][CH2:18]2)[N:14]([C:33]2[CH:38]=[CH:37][C:36]([F:39])=[CH:35][CH:34]=2)[CH2:13]1)=[O:7])([CH3:4])([CH3:3])[CH3:2]. (6) The reactants are C([O:3][C:4]([C:6]1[C:15](=[O:16])[C:14]2[C:9](=[CH:10][C:11]([I:18])=[C:12]([CH3:17])[CH:13]=2)[NH:8][CH:7]=1)=[O:5])C.Cl. The catalyst is [OH-].[Na+]. The product is [I:18][C:11]1[CH:10]=[C:9]2[C:14]([C:15](=[O:16])[C:6]([C:4]([OH:5])=[O:3])=[CH:7][NH:8]2)=[CH:13][C:12]=1[CH3:17]. The yield is 0.990.